Dataset: Drug-target binding data from BindingDB using Ki measurements. Task: Regression. Given a target protein amino acid sequence and a drug SMILES string, predict the binding affinity score between them. We predict pKi (pKi = -log10(Ki in M); higher means stronger inhibition). Dataset: bindingdb_ki. The drug is CNCCCN1c2ccccc2CCc2ccccc21. The target is MLLARMKPQVQPELGGADQ. The pKi is 9.2.